Predict the reactants needed to synthesize the given product. From a dataset of Full USPTO retrosynthesis dataset with 1.9M reactions from patents (1976-2016). (1) Given the product [F:9][C:10]([F:21])([F:22])[O:11][C:12]1[CH:17]=[C:16]([C:2]2[CH:8]=[CH:7][C:5]([NH2:6])=[CH:4][CH:3]=2)[CH:15]=[CH:14][CH:13]=1, predict the reactants needed to synthesize it. The reactants are: Br[C:2]1[CH:8]=[CH:7][C:5]([NH2:6])=[CH:4][CH:3]=1.[F:9][C:10]([F:22])([F:21])[O:11][C:12]1[CH:13]=[C:14](B(O)O)[CH:15]=[CH:16][CH:17]=1. (2) Given the product [O:1]=[C:2]1[C:6]2([CH2:11][CH2:10][N:9]([CH2:12][CH2:13][CH2:14][N:15]3[C:19]4[CH:20]=[CH:21][CH:22]=[CH:23][C:18]=4[NH:17][C:16]3=[O:24])[CH2:8][CH2:7]2)[N:5]([C:25]2[CH:30]=[CH:29][CH:28]=[CH:27][CH:26]=2)[CH2:4][N:3]1[CH2:31][C:32]1[CH:33]=[C:34]([CH:39]=[CH:40][CH:41]=1)[C:35]([O:37][C@H:38]1[CH:45]2[CH2:46][CH2:47][N:42]([CH2:43][CH2:44]2)[CH2:49]1)=[O:36], predict the reactants needed to synthesize it. The reactants are: [O:1]=[C:2]1[C:6]2([CH2:11][CH2:10][N:9]([CH2:12][CH2:13][CH2:14][N:15]3[C:19]4[CH:20]=[CH:21][CH:22]=[CH:23][C:18]=4[NH:17][C:16]3=[O:24])[CH2:8][CH2:7]2)[N:5]([C:25]2[CH:30]=[CH:29][CH:28]=[CH:27][CH:26]=2)[CH2:4][N:3]1[CH2:31][C:32]1[CH:33]=[C:34]([CH:39]=[CH:40][CH:41]=1)[C:35]([O:37][CH3:38])=[O:36].[N:42]12[CH2:49]C[CH:45]([CH2:46][CH2:47]1)[C@H:44](O)[CH2:43]2. (3) Given the product [CH2:1]([O:8][C:9]([N:11]1[CH2:12][CH:13]=[C:14]([C:18]([C:21]([O:23][CH2:24][CH3:25])=[O:22])([CH3:20])[CH3:19])[CH2:15][CH2:16]1)=[O:10])[C:2]1[CH:3]=[CH:4][CH:5]=[CH:6][CH:7]=1, predict the reactants needed to synthesize it. The reactants are: [CH2:1]([O:8][C:9]([N:11]1[CH2:16][CH2:15][C:14]([C:18]([C:21]([O:23][CH2:24][CH3:25])=[O:22])([CH3:20])[CH3:19])(O)[CH2:13][CH2:12]1)=[O:10])[C:2]1[CH:7]=[CH:6][CH:5]=[CH:4][CH:3]=1.[OH-].COC(NS([N+](CC)(CC)CC)(=O)=O)=O. (4) Given the product [Cl:19][C:3]1[N:4]=[C:5]([C:7]([O:9][CH2:10][CH3:11])=[O:8])[NH:6][C:2]=1[CH3:1], predict the reactants needed to synthesize it. The reactants are: [CH3:1][C:2]1[NH:6][C:5]([C:7]([O:9][CH2:10][CH3:11])=[O:8])=[N:4][CH:3]=1.C1C(=O)N([Cl:19])C(=O)C1. (5) Given the product [NH2:10][CH2:11][CH2:12][C:13]([NH:15][CH2:16][C@@H:17]([NH:29][C:30]([O:32][C:33]([CH3:36])([CH3:35])[CH3:34])=[O:31])[CH2:18][CH2:19][CH2:20][NH:21][C:22](=[O:23])[O:24][C:25]([CH3:28])([CH3:27])[CH3:26])=[O:14], predict the reactants needed to synthesize it. The reactants are: C(OC(=O)[NH:10][CH2:11][CH2:12][C:13]([NH:15][CH2:16][C@@H:17]([NH:29][C:30]([O:32][C:33]([CH3:36])([CH3:35])[CH3:34])=[O:31])[CH2:18][CH2:19][CH2:20][NH:21][C:22]([O:24][C:25]([CH3:28])([CH3:27])[CH3:26])=[O:23])=[O:14])C1C=CC=CC=1.